Dataset: Catalyst prediction with 721,799 reactions and 888 catalyst types from USPTO. Task: Predict which catalyst facilitates the given reaction. Reactant: [CH2:1]([S:8][C:9]1[CH:10]=[CH:11][C:12]([C:17]#[C:18][CH3:19])=[C:13]([CH:16]=1)[CH:14]=O)[C:2]1[CH:7]=[CH:6][CH:5]=[CH:4][CH:3]=1.Cl.[CH3:21][O:22][NH2:23].N1C=CC=CC=1. Product: [CH3:21][O:22]/[N:23]=[CH:14]/[C:13]1[CH:16]=[C:9]([S:8][CH2:1][C:2]2[CH:7]=[CH:6][CH:5]=[CH:4][CH:3]=2)[CH:10]=[CH:11][C:12]=1[C:17]#[C:18][CH3:19]. The catalyst class is: 8.